This data is from Forward reaction prediction with 1.9M reactions from USPTO patents (1976-2016). The task is: Predict the product of the given reaction. (1) Given the reactants [C:1]([NH:5][S:6]([C:9]1[CH:14]=[CH:13][C:12](/[CH:15]=[CH:16]/N(C)C)=[C:11]([N+:20]([O-])=O)[CH:10]=1)(=[O:8])=[O:7])([CH3:4])([CH3:3])[CH3:2], predict the reaction product. The product is: [C:1]([NH:5][S:6]([C:9]1[CH:10]=[C:11]2[C:12]([CH:15]=[CH:16][NH:20]2)=[CH:13][CH:14]=1)(=[O:7])=[O:8])([CH3:2])([CH3:3])[CH3:4]. (2) Given the reactants [CH2:1]([N:8]1[C:16]2[C:11](=[CH:12][C:13](Br)=[CH:14][CH:15]=2)[CH:10]=[CH:9]1)[C:2]1[CH:7]=[CH:6][CH:5]=[CH:4][CH:3]=1.[C:18]([C:22]1[CH:27]=[CH:26][C:25](B(O)O)=[CH:24][CH:23]=1)([CH3:21])([CH3:20])[CH3:19].ClCCl.C(=O)([O-])[O-].[K+].[K+], predict the reaction product. The product is: [CH2:1]([N:8]1[C:16]2[C:11](=[CH:12][C:13]([C:25]3[CH:26]=[CH:27][C:22]([C:18]([CH3:21])([CH3:20])[CH3:19])=[CH:23][CH:24]=3)=[CH:14][CH:15]=2)[CH:10]=[CH:9]1)[C:2]1[CH:7]=[CH:6][CH:5]=[CH:4][CH:3]=1. (3) Given the reactants I[C:2]1[CH:7]=[CH:6][C:5]([NH:8][C:9]([N:11]2[C:15]3[N:16]=[C:17]([N:45]4[CH2:50][CH2:49][O:48][CH2:47][CH2:46]4)[N:18]=[C:19]([C:20]4[CH:21]=[N:22][C:23]([N:26]([CH2:36][C:37]5[CH:42]=[CH:41][C:40]([O:43][CH3:44])=[CH:39][CH:38]=5)[CH2:27][C:28]5[CH:33]=[CH:32][C:31]([O:34][CH3:35])=[CH:30][CH:29]=5)=[N:24][CH:25]=4)[C:14]=3[CH2:13][CH2:12]2)=[O:10])=[CH:4][CH:3]=1.[N:51]1[CH:56]=[CH:55][CH:54]=[C:53](B(O)O)[CH:52]=1.COC1C=CC=C(OC)C=1C1C=CC=CC=1P(C1CCCCC1)C1CCCCC1.P([O-])([O-])([O-])=O.[K+].[K+].[K+], predict the reaction product. The product is: [N:51]1[CH:56]=[CH:55][CH:54]=[C:53]([C:2]2[CH:7]=[CH:6][C:5]([NH:8][C:9]([N:11]3[C:15]4[N:16]=[C:17]([N:45]5[CH2:50][CH2:49][O:48][CH2:47][CH2:46]5)[N:18]=[C:19]([C:20]5[CH:25]=[N:24][C:23]([N:26]([CH2:36][C:37]6[CH:42]=[CH:41][C:40]([O:43][CH3:44])=[CH:39][CH:38]=6)[CH2:27][C:28]6[CH:29]=[CH:30][C:31]([O:34][CH3:35])=[CH:32][CH:33]=6)=[N:22][CH:21]=5)[C:14]=4[CH2:13][CH2:12]3)=[O:10])=[CH:4][CH:3]=2)[CH:52]=1.